From a dataset of Full USPTO retrosynthesis dataset with 1.9M reactions from patents (1976-2016). Predict the reactants needed to synthesize the given product. (1) Given the product [CH:30]([N:7]1[C:8]2[C:4](=[C:3]([O:2][CH3:1])[CH:11]=[CH:10][CH:9]=2)[C:5]([NH:12][CH2:13][C:14]([CH3:22])([C:16]2[CH:21]=[CH:20][CH:19]=[CH:18][CH:17]=2)[CH3:15])=[N:6]1)([CH3:32])[CH3:31], predict the reactants needed to synthesize it. The reactants are: [CH3:1][O:2][C:3]1[CH:11]=[CH:10][CH:9]=[C:8]2[C:4]=1[C:5]([NH:12][CH2:13][C:14]([CH3:22])([C:16]1[CH:21]=[CH:20][CH:19]=[CH:18][CH:17]=1)[CH3:15])=[N:6][NH:7]2.C(=O)([O-])[O-].[K+].[K+].Br[CH:30]([CH3:32])[CH3:31].FC1C=CC=C(OC)C=1C=O.CO.O.C(O)(C(F)(F)F)=O. (2) The reactants are: [CH:1]([C:4]1[CH:9]=[CH:8][C:7]([C:10](=[CH:20][CH3:21])[CH2:11][C:12]([OH:19])([C:15]([F:18])([F:17])[F:16])[CH2:13][OH:14])=[C:6]([O:22][CH3:23])[CH:5]=1)([CH3:3])[CH3:2].C(C1C=CC(C(=C)C(C)C(O)(C(F)(F)F)CO)=C(OC)C=1)(C)C. Given the product [CH:1]([C:4]1[CH:9]=[CH:8][C:7]([CH:10]([CH2:20][CH3:21])[CH2:11][C:12]([OH:19])([C:15]([F:17])([F:16])[F:18])[CH2:13][OH:14])=[C:6]([O:22][CH3:23])[CH:5]=1)([CH3:2])[CH3:3], predict the reactants needed to synthesize it. (3) The reactants are: [F:1][C:2]1[CH:7]=[CH:6][C:5]([NH:8][C:9]2[CH:10]=[C:11]3[C:16](=[CH:17][CH:18]=2)[C:15]([C:19](=[CH2:24])[C:20]([F:23])([F:22])[F:21])=[N:14][N:13]=[CH:12]3)=[CH:4][CH:3]=1.[H][H]. Given the product [F:1][C:2]1[CH:7]=[CH:6][C:5]([NH:8][C:9]2[CH:10]=[C:11]3[C:16](=[CH:17][CH:18]=2)[C:15]([CH:19]([CH3:24])[C:20]([F:22])([F:21])[F:23])=[N:14][N:13]=[CH:12]3)=[CH:4][CH:3]=1, predict the reactants needed to synthesize it. (4) Given the product [CH2:1]([O:3][C:4](=[O:20])[C:5]1[CH:10]=[C:9]([O:11][C:12]([F:15])([F:14])[F:13])[C:8]([CH2:67][N:64]2[CH2:65][CH2:66][C@@H:62]([N:61]([C:59]([O:58][C:54]([CH3:57])([CH3:56])[CH3:55])=[O:60])[CH3:72])[CH2:63]2)=[CH:7][C:6]=1[N+:17]([O-:19])=[O:18])[CH3:2], predict the reactants needed to synthesize it. The reactants are: [CH2:1]([O:3][C:4](=[O:20])[C:5]1[CH:10]=[C:9]([O:11][C:12]([F:15])([F:14])[F:13])[C:8](Br)=[CH:7][C:6]=1[N+:17]([O-:19])=[O:18])[CH3:2].C(OC(=O)C1C=C(OC(F)(F)F)C(CN2CC[C@@H](NC(OC(C)(C)C)=O)C2)=CC=1[N+]([O-])=O)C.[C:54]([O:58][C:59]([N:61]([CH3:72])[C@@H:62]1[CH2:66][CH2:65][N:64]([CH2:67][B-](F)(F)F)[CH2:63]1)=[O:60])([CH3:57])([CH3:56])[CH3:55].[K+]. (5) Given the product [C:19]([O:18][C:16]([N:13]1[CH2:14][CH2:15][N:10]([C:6]2[C:5]([F:23])=[CH:4][C:3]([C:1]([OH:27])=[O:24])=[C:8]([F:9])[CH:7]=2)[CH2:11][CH2:12]1)=[O:17])([CH3:22])([CH3:21])[CH3:20], predict the reactants needed to synthesize it. The reactants are: [C:1]([C:3]1[C:8]([F:9])=[CH:7][C:6]([N:10]2[CH2:15][CH2:14][N:13]([C:16]([O:18][C:19]([CH3:22])([CH3:21])[CH3:20])=[O:17])[CH2:12][CH2:11]2)=[C:5]([F:23])[CH:4]=1)#N.[OH-:24].[Na+].Cl.[OH2:27]. (6) Given the product [CH2:29]([Sn:24]([CH2:20][CH2:21][CH2:22][CH3:23])([CH2:25][CH2:26][CH2:27][CH3:28])[C:3]1[S:4][CH:5]=[CH:6][C:7]=1[CH2:8][CH2:9][CH2:10][CH2:11][CH2:12][CH2:13][CH2:14][CH2:15][CH2:16][CH2:17][CH2:18][CH3:19])[CH2:30][CH2:31][CH3:32], predict the reactants needed to synthesize it. The reactants are: [Mg].Br[C:3]1[S:4][CH:5]=[CH:6][C:7]=1[CH2:8][CH2:9][CH2:10][CH2:11][CH2:12][CH2:13][CH2:14][CH2:15][CH2:16][CH2:17][CH2:18][CH3:19].[CH2:20]([Sn:24](Cl)([CH2:29][CH2:30][CH2:31][CH3:32])[CH2:25][CH2:26][CH2:27][CH3:28])[CH2:21][CH2:22][CH3:23].O. (7) Given the product [CH:13]([C:2]1[CH:11]=[CH:10][C:5]2[C:6](=[O:9])[O:7][CH2:8][C:4]=2[C:3]=1[CH3:12])=[CH2:14], predict the reactants needed to synthesize it. The reactants are: Br[C:2]1[CH:11]=[CH:10][C:5]2[C:6](=[O:9])[O:7][CH2:8][C:4]=2[C:3]=1[CH3:12].[CH2:13](O)[CH3:14]. (8) The reactants are: [CH2:1]([Li])[CH2:2][CH2:3][CH3:4].[CH3:1][CH2:2][CH2:3][CH2:4]CC.[S:12]1[CH:16]=[CH:15][CH:14]=[CH:13]1.BrCCCC. Given the product [CH2:1]([C:13]1[S:12][CH:16]=[CH:15][CH:14]=1)[CH2:2][CH2:3][CH3:4], predict the reactants needed to synthesize it. (9) Given the product [Cl:10][C:11]1[CH:34]=[CH:33][C:14]([CH2:15][NH:16][C:17]([C:19]2[C:20](=[O:32])[C:21]3[CH:29]=[C:28]([CH2:30][N:42]([CH2:41][C@H:40]([C:36]4[O:35][CH:39]=[CH:38][CH:37]=4)[OH:44])[CH3:43])[S:27][C:22]=3[N:23]([CH2:25][CH3:26])[CH:24]=2)=[O:18])=[CH:13][CH:12]=1, predict the reactants needed to synthesize it. The reactants are: C(N(CC)C(C)C)(C)C.[Cl:10][C:11]1[CH:34]=[CH:33][C:14]([CH2:15][NH:16][C:17]([C:19]2[C:20](=[O:32])[C:21]3[CH:29]=[C:28]([CH2:30]Cl)[S:27][C:22]=3[N:23]([CH2:25][CH3:26])[CH:24]=2)=[O:18])=[CH:13][CH:12]=1.[O:35]1[CH:39]=[CH:38][CH:37]=[C:36]1[C@H:40]([OH:44])[CH2:41][NH:42][CH3:43].